Dataset: Full USPTO retrosynthesis dataset with 1.9M reactions from patents (1976-2016). Task: Predict the reactants needed to synthesize the given product. Given the product [Cl:22][C:3]1[CH:4]=[C:5]2[C:10](=[C:11]([CH3:12])[C:2]=1[CH3:1])[O:9][CH:8]([C:13]([F:16])([F:14])[F:15])[C:7]([C:17]([O:19][CH2:20][CH3:21])=[O:18])=[CH:6]2, predict the reactants needed to synthesize it. The reactants are: [CH3:1][C:2]1[C:11]([CH3:12])=[C:10]2[C:5]([CH:6]=[C:7]([C:17]([O:19][CH2:20][CH3:21])=[O:18])[CH:8]([C:13]([F:16])([F:15])[F:14])[O:9]2)=[CH:4][CH:3]=1.[Cl:22]Cl.